This data is from Catalyst prediction with 721,799 reactions and 888 catalyst types from USPTO. The task is: Predict which catalyst facilitates the given reaction. (1) The catalyst class is: 1. Product: [CH2:25]([O:24][C:22]([C:21]1[NH:19][CH:20]=[C:8]([C:5]2[CH:6]=[CH:7][C:2]([F:1])=[CH:3][CH:4]=2)[C:9]=1[C:10]1[CH:15]=[CH:14][CH:13]=[CH:12][CH:11]=1)=[O:23])[CH3:26]. Reactant: [F:1][C:2]1[CH:7]=[CH:6][C:5]([C:8]([N+]([O-])=O)=[CH:9][C:10]2[CH:15]=[CH:14][CH:13]=[CH:12][CH:11]=2)=[CH:4][CH:3]=1.[N+:19]([CH2:21][C:22]([O:24][CH2:25][CH3:26])=[O:23])#[C-:20].C1CCN2C(=NCCC2)CC1. (2) Reactant: [N:1]1([C:7]([O:9][C:10]([CH3:13])([CH3:12])[CH3:11])=[O:8])[CH2:6][CH2:5][NH:4][CH2:3][CH2:2]1.[CH:14]([S:16]([CH3:19])(=[O:18])=[O:17])=[CH2:15].C([O-])([O-])=O.[Na+].[Na+].O. Product: [CH3:19][S:16]([CH2:14][CH2:15][N:4]1[CH2:5][CH2:6][N:1]([C:7]([O:9][C:10]([CH3:13])([CH3:12])[CH3:11])=[O:8])[CH2:2][CH2:3]1)(=[O:18])=[O:17]. The catalyst class is: 10. (3) Reactant: CC1C=CC(S([O:11][CH2:12][CH:13]2[CH2:17][CH2:16][O:15][CH2:14]2)(=O)=O)=CC=1.O[C:19]1[CH:42]=[CH:41][C:22]2[C:23]([CH2:26][CH2:27][CH:28]3[CH2:33][CH2:32][N:31]([C:34]([O:36][C:37]([CH3:40])([CH3:39])[CH3:38])=[O:35])[CH2:30][CH2:29]3)=[N:24][O:25][C:21]=2[C:20]=1[CH2:43][OH:44].C(=O)([O-])[O-].[K+].[K+].[I-].[Na+]. Product: [OH:44][CH2:43][C:20]1[C:21]2[O:25][N:24]=[C:23]([CH2:26][CH2:27][CH:28]3[CH2:33][CH2:32][N:31]([C:34]([O:36][C:37]([CH3:40])([CH3:39])[CH3:38])=[O:35])[CH2:30][CH2:29]3)[C:22]=2[CH:41]=[CH:42][C:19]=1[O:11][CH2:12][CH:13]1[CH2:17][CH2:16][O:15][CH2:14]1. The catalyst class is: 35. (4) Reactant: [CH2:1]([S:3][C:4]1[C:8]([C:9]([O:11]N2C3=NC=CC=C3N=N2)=O)=[C:7]([NH2:21])[N:6]([C:22]2[CH:27]=[CH:26][CH:25]=[CH:24][CH:23]=2)[N:5]=1)C.Cl.[NH2:29][CH2:30][C:31]([C:33]1[CH:38]=[CH:37][CH:36]=[CH:35][CH:34]=1)=[O:32].CCN(CC)CC. Product: [NH2:21][C:7]1[N:6]([C:22]2[CH:23]=[CH:24][CH:25]=[CH:26][CH:27]=2)[N:5]=[C:4]([S:3][CH3:1])[C:8]=1[C:9]([NH:29][CH2:30][C:31](=[O:32])[C:33]1[CH:38]=[CH:37][CH:36]=[CH:35][CH:34]=1)=[O:11]. The catalyst class is: 1. (5) Reactant: [Cl:1][C:2]1[CH:3]=[N:4][CH:5]=[C:6]([Cl:24])[C:7]=1[NH:8][C:9]([C:11]1[C:12]2[N:13]([N:19]=[C:20]([CH:22]=O)[CH:21]=2)[C:14]([O:17][CH3:18])=[CH:15][CH:16]=1)=[O:10].C([O-])(=O)C.[Na+].Cl.[NH2:31][OH:32]. Product: [Cl:24][C:6]1[CH:5]=[N:4][CH:3]=[C:2]([Cl:1])[C:7]=1[NH:8][C:9]([C:11]1[C:12]2[N:13]([N:19]=[C:20]([CH:22]=[N:31][OH:32])[CH:21]=2)[C:14]([O:17][CH3:18])=[CH:15][CH:16]=1)=[O:10]. The catalyst class is: 5. (6) Reactant: [CH:1]([C:4]1[CH:9]=[CH:8][C:7]([CH:10]2[C:14]3[C:15]([CH3:33])=[C:16]([NH:21][C:22](=O)[CH2:23][C:24]4[CH:29]=[CH:28][C:27]([O:30][CH3:31])=[CH:26][CH:25]=4)[C:17]([CH3:20])=[C:18]([CH3:19])[C:13]=3[O:12][C:11]2([CH3:35])[CH3:34])=[CH:6][CH:5]=1)([CH3:3])[CH3:2]. Product: [CH:1]([C:4]1[CH:5]=[CH:6][C:7]([CH:10]2[C:14]3[C:15]([CH3:33])=[C:16]([NH:21][CH2:22][CH2:23][C:24]4[CH:25]=[CH:26][C:27]([O:30][CH3:31])=[CH:28][CH:29]=4)[C:17]([CH3:20])=[C:18]([CH3:19])[C:13]=3[O:12][C:11]2([CH3:35])[CH3:34])=[CH:8][CH:9]=1)([CH3:3])[CH3:2]. The catalyst class is: 81.